From a dataset of Full USPTO retrosynthesis dataset with 1.9M reactions from patents (1976-2016). Predict the reactants needed to synthesize the given product. (1) Given the product [CH3:21][O:20][C:5]1[CH:4]=[C:3]([CH2:2][C:22]#[N:23])[C:11]2[O:10][C:9]([C:12]3[CH:17]=[CH:16][C:15]([O:18][CH3:19])=[CH:14][CH:13]=3)=[CH:8][C:7]=2[CH:6]=1, predict the reactants needed to synthesize it. The reactants are: Br[CH2:2][C:3]1[C:11]2[O:10][C:9]([C:12]3[CH:17]=[CH:16][C:15]([O:18][CH3:19])=[CH:14][CH:13]=3)=[CH:8][C:7]=2[CH:6]=[C:5]([O:20][CH3:21])[CH:4]=1.[C-:22]#[N:23].[K+].C1OCCOCCOCCOCCOCCOC1.O. (2) Given the product [CH3:29][C:24]1[C:23]([CH2:22][O:21][C:14]2[CH:13]=[CH:12][C:11]([CH2:10][C:9]([OH:30])=[O:8])=[CH:20][C:15]=2[C:16]([O:18][CH3:19])=[O:17])=[C:27]([CH3:28])[O:26][N:25]=1, predict the reactants needed to synthesize it. The reactants are: C([O:8][C:9](=[O:30])[CH2:10][C:11]1[CH:12]=[CH:13][C:14]([O:21][CH2:22][C:23]2[C:24]([CH3:29])=[N:25][O:26][C:27]=2[CH3:28])=[C:15]([CH:20]=1)[C:16]([O:18][CH3:19])=[O:17])C1C=CC=CC=1. (3) Given the product [C:21]([O:20][C:18]([NH:1][C@H:2]1[CH2:8][CH2:7][S:6][C@H:5]2[CH2:9][CH2:10][CH2:11][C@@H:12]([C:13]([O:15][CH3:16])=[O:14])[N:4]2[C:3]1=[O:17])=[O:19])([CH3:24])([CH3:23])[CH3:22], predict the reactants needed to synthesize it. The reactants are: [NH2:1][C@H:2]1[CH2:8][CH2:7][S:6][C@H:5]2[CH2:9][CH2:10][CH2:11][C@@H:12]([C:13]([O:15][CH3:16])=[O:14])[N:4]2[C:3]1=[O:17].[C:18](O[C:18]([O:20][C:21]([CH3:24])([CH3:23])[CH3:22])=[O:19])([O:20][C:21]([CH3:24])([CH3:23])[CH3:22])=[O:19]. (4) Given the product [C:1]([O:5][C:6](=[O:26])[NH:7][C:8]1[C:17]2[C:12](=[CH:13][CH:14]=[CH:15][CH:16]=2)[C:11]([O:18][C:19]2[CH:24]=[CH:23][N:22]=[C:21]([NH:53][C:52]3[CH:54]=[C:55]([O:57][CH3:58])[CH:56]=[C:50]([O:49][CH2:48][CH2:47][O:46][CH2:45][CH2:44][O:43][CH2:42][CH2:41][O:40][CH2:39][CH2:38][O:37][CH2:36][CH2:35][O:34][CH2:33][CH2:32][O:31][CH2:30][CH2:29][O:28][CH3:27])[CH:51]=3)[N:20]=2)=[CH:10][CH:9]=1)([CH3:4])([CH3:3])[CH3:2], predict the reactants needed to synthesize it. The reactants are: [C:1]([O:5][C:6](=[O:26])[NH:7][C:8]1[C:17]2[C:12](=[CH:13][CH:14]=[CH:15][CH:16]=2)[C:11]([O:18][C:19]2[CH:24]=[CH:23][N:22]=[C:21](Cl)[N:20]=2)=[CH:10][CH:9]=1)([CH3:4])([CH3:3])[CH3:2].[CH3:27][O:28][CH2:29][CH2:30][O:31][CH2:32][CH2:33][O:34][CH2:35][CH2:36][O:37][CH2:38][CH2:39][O:40][CH2:41][CH2:42][O:43][CH2:44][CH2:45][O:46][CH2:47][CH2:48][O:49][C:50]1[CH:51]=[C:52]([CH:54]=[C:55]([O:57][CH3:58])[CH:56]=1)[NH2:53]. (5) Given the product [S:1]1[C:5]2[CH:6]=[CH:7][CH:8]=[CH:9][C:4]=2[N:3]=[C:2]1[S:10][CH2:11][C:12]([N:23]1[C:24]2[C:19](=[CH:18][C:17]([O:16][CH3:15])=[CH:26][CH:25]=2)[CH2:20][CH2:21][CH2:22]1)=[O:14], predict the reactants needed to synthesize it. The reactants are: [S:1]1[C:5]2[CH:6]=[CH:7][CH:8]=[CH:9][C:4]=2[N:3]=[C:2]1[S:10][CH2:11][C:12]([OH:14])=O.[CH3:15][O:16][C:17]1[CH:18]=[C:19]2[C:24](=[CH:25][CH:26]=1)[NH:23][CH2:22][CH2:21][CH2:20]2.